Task: Predict the product of the given reaction.. Dataset: Forward reaction prediction with 1.9M reactions from USPTO patents (1976-2016) (1) Given the reactants [O:1]1[CH:5]=[CH:4][CH:3]=[C:2]1[C:6]1[C:7]2[CH:24]=[CH:23][CH:22]=[N:21][C:8]=2[N:9]=[C:10]([NH:19][CH3:20])[CH:11]([C:13]2[S:14][CH:15]=[C:16](I)[CH:17]=2)[N:12]=1.[CH2:25]([NH:28][C:29](=[O:31])[CH3:30])[C:26]#[CH:27], predict the reaction product. The product is: [O:1]1[CH:5]=[CH:4][CH:3]=[C:2]1[C:6]1[C:7]2[CH:24]=[CH:23][CH:22]=[N:21][C:8]=2[N:9]=[C:10]([NH:19][CH3:20])[CH:11]([C:13]2[S:14][CH:15]=[C:16]([C:27]#[C:26][CH2:25][NH:28][C:29](=[O:31])[CH3:30])[CH:17]=2)[N:12]=1. (2) Given the reactants [NH2:1][C:2]1[CH:7]=[CH:6][C:5]([CH2:8][NH:9][S:10]([CH3:13])(=[O:12])=[O:11])=[CH:4][CH:3]=1.[N:14]([O-])=O.[Na+].[ClH:18], predict the reaction product. The product is: [ClH:18].[NH:1]([C:2]1[CH:7]=[CH:6][C:5]([CH2:8][NH:9][S:10]([CH3:13])(=[O:12])=[O:11])=[CH:4][CH:3]=1)[NH2:14]. (3) Given the reactants [Cl:1][C:2]1[CH:3]=[C:4]([NH:10][C:11]([C:13]2[C:14]3[CH2:15][C:16](=[O:22])[NH:17][C:18]=3[CH:19]=[CH:20][CH:21]=2)=[O:12])[CH:5]=[CH:6][C:7]=1[O:8][CH3:9].[CH2:23]([N:25]([CH2:41][CH3:42])[CH2:26][CH2:27][CH2:28][NH:29][C:30]([C:32]1[C:36]([CH3:37])=[C:35]([CH:38]=O)[NH:34][C:33]=1[CH3:40])=[O:31])[CH3:24], predict the reaction product. The product is: [Cl:1][C:2]1[CH:3]=[C:4]([NH:10][C:11]([C:13]2[C:14]3[C:15](=[CH:38][C:35]4[NH:34][C:33]([CH3:40])=[C:32]([C:30](=[O:31])[NH:29][CH2:28][CH2:27][CH2:26][N:25]([CH2:41][CH3:42])[CH2:23][CH3:24])[C:36]=4[CH3:37])[C:16](=[O:22])[NH:17][C:18]=3[CH:19]=[CH:20][CH:21]=2)=[O:12])[CH:5]=[CH:6][C:7]=1[O:8][CH3:9]. (4) The product is: [F:15][C:12]1[CH:11]=[CH:10][C:9]([CH:7]2[CH2:8][CH:6]2[C:4]([OH:5])=[O:3])=[CH:14][CH:13]=1. Given the reactants C([O:3][C:4]([CH:6]1[CH2:8][CH:7]1[C:9]1[CH:14]=[CH:13][C:12]([F:15])=[CH:11][CH:10]=1)=[O:5])C.O.[Li].CO.Cl, predict the reaction product. (5) Given the reactants [F:1][C:2]1[C:3](F)=[C:4]([F:13])[C:5]([F:12])=[C:6]([C:10]#[N:11])[C:7]=1[C:8]#[N:9].[F-].[K+].[Cl:17][C:18]1[CH:23]=[CH:22][CH:21]=[CH:20][C:19]=1[SH:24], predict the reaction product. The product is: [Cl:17][C:18]1[CH:23]=[CH:22][CH:21]=[CH:20][C:19]=1[S:24][C:3]1[C:2]([F:1])=[C:7]([C:8]#[N:9])[C:6](=[C:5]([F:12])[C:4]=1[F:13])[C:10]#[N:11]. (6) Given the reactants FC1C=C2C(=CC=1)N=C(C(NC(=O)OC(C)(C)C)C)C(C1C=CC=CN=1)=C2C1C(C)=CC=CN=1.FC(F)(F)C(O)=O.NC1C(C#N)=C(Cl)N=CN=1.C(N(C(C)C)CC)(C)C.[NH2:61][C:62]1[C:67]([C:68]#[N:69])=[C:66]([NH:70][C@H:71]([C:73]2[C:82]([C:83]3[CH:88]=[CH:87][CH:86]=[CH:85][N:84]=3)=[C:81]([C:89]3[C:94]([CH3:95])=[CH:93][CH:92]=[CH:91][N:90]=3)[C:80]3[C:75](=[CH:76][CH:77]=[C:78]([F:96])[CH:79]=3)[N:74]=2)[CH3:72])[N:65]=[CH:64][N:63]=1, predict the reaction product. The product is: [NH2:61][C:62]1[C:67]([C:68]#[N:69])=[C:66]([NH:70][CH:71]([C:73]2[C:82]([C:83]3[CH:88]=[CH:87][CH:86]=[CH:85][N:84]=3)=[C:81]([C:89]3[C:94]([CH3:95])=[CH:93][CH:92]=[CH:91][N:90]=3)[C:80]3[C:75](=[CH:76][CH:77]=[C:78]([F:96])[CH:79]=3)[N:74]=2)[CH3:72])[N:65]=[CH:64][N:63]=1. (7) Given the reactants Cl.[N:2]1([C:7]2[CH:15]=[CH:14][C:10]([C:11]([OH:13])=O)=[CH:9][CH:8]=2)[CH:6]=[CH:5][N:4]=[CH:3]1.[Cl:16][C:17]1[CH:18]=[C:19]2[C:23](=[CH:24][CH:25]=1)[NH:22][C:21]([S:26]([N:29]1[CH2:34][CH2:33][NH:32][CH2:31][CH2:30]1)(=[O:28])=[O:27])=[CH:20]2, predict the reaction product. The product is: [Cl:16][C:17]1[CH:18]=[C:19]2[C:23](=[CH:24][CH:25]=1)[NH:22][C:21]([S:26]([N:29]1[CH2:34][CH2:33][N:32]([C:11](=[O:13])[C:10]3[CH:9]=[CH:8][C:7]([N:2]4[CH:6]=[CH:5][N:4]=[CH:3]4)=[CH:15][CH:14]=3)[CH2:31][CH2:30]1)(=[O:28])=[O:27])=[CH:20]2.